Dataset: Forward reaction prediction with 1.9M reactions from USPTO patents (1976-2016). Task: Predict the product of the given reaction. (1) Given the reactants [ClH:1].Cl.Cl.[Cl:4]C1C=CC(Cl)=C2C=1C=C([C:16]1[C:17]([NH2:33])=[N:18][CH:19]=[C:20]([C:22]3[CH:23]=[N:24][N:25]([CH:27]4[CH2:32][CH2:31][NH:30][CH2:29][CH2:28]4)[CH:26]=3)[CH:21]=1)N=C2.[C:34]([C:36]1[CH:37]=[CH:38][CH:39]=[C:40]2[C:45]=1[CH:44]=[N:43][C:42](OS(C(F)(F)F)(=O)=O)=[CH:41]2)#[N:35], predict the reaction product. The product is: [ClH:4].[ClH:1].[ClH:4].[NH2:33][C:17]1[C:16]([C:42]2[N:43]=[CH:44][C:45]3[C:40]([CH:41]=2)=[CH:39][CH:38]=[CH:37][C:36]=3[C:34]#[N:35])=[CH:21][C:20]([C:22]2[CH:23]=[N:24][N:25]([CH:27]3[CH2:32][CH2:31][NH:30][CH2:29][CH2:28]3)[CH:26]=2)=[CH:19][N:18]=1. (2) The product is: [F:22][C:23]1[CH:28]=[CH:27][C:26]([C:2]2[CH:3]=[C:4]3[C:9](=[CH:10][CH:11]=2)[NH:8][CH2:7][CH:6]([NH:12][S:13]([C:16]2[CH:21]=[CH:20][CH:19]=[CH:18][CH:17]=2)(=[O:15])=[O:14])[CH2:5]3)=[CH:25][CH:24]=1. Given the reactants Br[C:2]1[CH:3]=[C:4]2[C:9](=[CH:10][CH:11]=1)[NH:8][CH2:7][CH:6]([NH:12][S:13]([C:16]1[CH:21]=[CH:20][CH:19]=[CH:18][CH:17]=1)(=[O:15])=[O:14])[CH2:5]2.[F:22][C:23]1[CH:28]=[CH:27][C:26](B(O)O)=[CH:25][CH:24]=1.C(N1C2C(=CC(C3C=CC=CC=3)=CC=2)CC(NS(C2C=CC=CC=2)(=O)=O)C1)C1C=CC=CC=1, predict the reaction product.